This data is from Peptide-MHC class I binding affinity with 185,985 pairs from IEDB/IMGT. The task is: Regression. Given a peptide amino acid sequence and an MHC pseudo amino acid sequence, predict their binding affinity value. This is MHC class I binding data. (1) The peptide sequence is GLFDFVNFV. The MHC is HLA-B07:02 with pseudo-sequence HLA-B07:02. The binding affinity (normalized) is 0. (2) The peptide sequence is RPKQRRPQGL. The MHC is HLA-B54:01 with pseudo-sequence HLA-B54:01. The binding affinity (normalized) is 0. (3) The peptide sequence is LKSLYNTVC. The MHC is Mamu-A70103 with pseudo-sequence Mamu-A70103. The binding affinity (normalized) is 0. (4) The peptide sequence is DISPTNIPL. The MHC is HLA-B44:02 with pseudo-sequence HLA-B44:02. The binding affinity (normalized) is 0.0847.